Task: Regression. Given two drug SMILES strings and cell line genomic features, predict the synergy score measuring deviation from expected non-interaction effect.. Dataset: NCI-60 drug combinations with 297,098 pairs across 59 cell lines (1) Drug 1: C1C(C(OC1N2C=C(C(=O)NC2=O)F)CO)O. Drug 2: C1=NNC2=C1C(=O)NC=N2. Cell line: HCT-15. Synergy scores: CSS=12.7, Synergy_ZIP=-3.54, Synergy_Bliss=-5.77, Synergy_Loewe=-36.4, Synergy_HSA=-8.22. (2) Drug 1: CC1=C(N=C(N=C1N)C(CC(=O)N)NCC(C(=O)N)N)C(=O)NC(C(C2=CN=CN2)OC3C(C(C(C(O3)CO)O)O)OC4C(C(C(C(O4)CO)O)OC(=O)N)O)C(=O)NC(C)C(C(C)C(=O)NC(C(C)O)C(=O)NCCC5=NC(=CS5)C6=NC(=CS6)C(=O)NCCC[S+](C)C)O. Drug 2: CN(C(=O)NC(C=O)C(C(C(CO)O)O)O)N=O. Cell line: CAKI-1. Synergy scores: CSS=29.8, Synergy_ZIP=2.34, Synergy_Bliss=2.28, Synergy_Loewe=-12.0, Synergy_HSA=2.67. (3) Cell line: EKVX. Synergy scores: CSS=25.2, Synergy_ZIP=7.65, Synergy_Bliss=14.0, Synergy_Loewe=15.1, Synergy_HSA=15.7. Drug 2: CC1=CC2C(CCC3(C2CCC3(C(=O)C)OC(=O)C)C)C4(C1=CC(=O)CC4)C. Drug 1: CC1C(C(CC(O1)OC2CC(CC3=C2C(=C4C(=C3O)C(=O)C5=C(C4=O)C(=CC=C5)OC)O)(C(=O)C)O)N)O.Cl. (4) Drug 1: C1=CC(=CC=C1CCC2=CNC3=C2C(=O)NC(=N3)N)C(=O)NC(CCC(=O)O)C(=O)O. Drug 2: C1CCC(C(C1)N)N.C(=O)(C(=O)[O-])[O-].[Pt+4]. Cell line: T-47D. Synergy scores: CSS=8.48, Synergy_ZIP=2.31, Synergy_Bliss=0.991, Synergy_Loewe=3.81, Synergy_HSA=3.95. (5) Drug 1: CC(C1=C(C=CC(=C1Cl)F)Cl)OC2=C(N=CC(=C2)C3=CN(N=C3)C4CCNCC4)N. Drug 2: CC1=C(C(=CC=C1)Cl)NC(=O)C2=CN=C(S2)NC3=CC(=NC(=N3)C)N4CCN(CC4)CCO. Cell line: MCF7. Synergy scores: CSS=3.90, Synergy_ZIP=-1.63, Synergy_Bliss=0.336, Synergy_Loewe=-0.674, Synergy_HSA=-0.201. (6) Synergy scores: CSS=51.9, Synergy_ZIP=0.762, Synergy_Bliss=1.18, Synergy_Loewe=2.54, Synergy_HSA=4.88. Cell line: UACC62. Drug 1: COC1=C(C=C2C(=C1)N=CN=C2NC3=CC(=C(C=C3)F)Cl)OCCCN4CCOCC4. Drug 2: CCCS(=O)(=O)NC1=C(C(=C(C=C1)F)C(=O)C2=CNC3=C2C=C(C=N3)C4=CC=C(C=C4)Cl)F. (7) Drug 1: C#CCC(CC1=CN=C2C(=N1)C(=NC(=N2)N)N)C3=CC=C(C=C3)C(=O)NC(CCC(=O)O)C(=O)O. Drug 2: B(C(CC(C)C)NC(=O)C(CC1=CC=CC=C1)NC(=O)C2=NC=CN=C2)(O)O. Cell line: CAKI-1. Synergy scores: CSS=0.703, Synergy_ZIP=7.26, Synergy_Bliss=4.90, Synergy_Loewe=-3.08, Synergy_HSA=-2.75. (8) Drug 1: CC1C(C(CC(O1)OC2CC(OC(C2O)C)OC3=CC4=CC5=C(C(=O)C(C(C5)C(C(=O)C(C(C)O)O)OC)OC6CC(C(C(O6)C)O)OC7CC(C(C(O7)C)O)OC8CC(C(C(O8)C)O)(C)O)C(=C4C(=C3C)O)O)O)O. Drug 2: C(=O)(N)NO. Cell line: OVCAR3. Synergy scores: CSS=49.4, Synergy_ZIP=-0.256, Synergy_Bliss=-1.04, Synergy_Loewe=-26.9, Synergy_HSA=-1.28. (9) Drug 1: CC1=C2C(C(=O)C3(C(CC4C(C3C(C(C2(C)C)(CC1OC(=O)C(C(C5=CC=CC=C5)NC(=O)OC(C)(C)C)O)O)OC(=O)C6=CC=CC=C6)(CO4)OC(=O)C)O)C)O. Drug 2: C1CNP(=O)(OC1)N(CCCl)CCCl. Cell line: MCF7. Synergy scores: CSS=13.0, Synergy_ZIP=-5.90, Synergy_Bliss=-4.46, Synergy_Loewe=-25.1, Synergy_HSA=-4.24.